Dataset: Reaction yield outcomes from USPTO patents with 853,638 reactions. Task: Predict the reaction yield, written as a fraction of the theoretical maximum amount of product (1.0 means a 100% yield; for example, 0.34 means a 34% yield). (1) The reactants are [O:1]=[C:2]1[C:11]2[CH:10]=[CH:9][CH:8]=[C:7]3[NH:12][CH:13]([C:23]4[CH:28]=[CH:27][CH:26]=[CH:25][CH:24]=4)[CH:14]([C:15]4[CH:16]=[C:17]([CH:20]=[CH:21][CH:22]=4)[CH:18]=O)[C:5]([C:6]=23)=[N:4][NH:3]1.ClCCl.[CH3:32][N:33]1[CH2:38][CH2:37][NH:36][CH2:35][CH2:34]1.[BH4-].[Na+]. The catalyst is C(O)(=O)C. The product is [CH3:32][N:33]1[CH2:38][CH2:37][N:36]([CH2:18][C:17]2[CH:16]=[C:15]([CH:14]3[C:5]4=[N:4][NH:3][C:2](=[O:1])[C:11]5[CH:10]=[CH:9][CH:8]=[C:7]([C:6]=54)[NH:12][CH:13]3[C:23]3[CH:24]=[CH:25][CH:26]=[CH:27][CH:28]=3)[CH:22]=[CH:21][CH:20]=2)[CH2:35][CH2:34]1. The yield is 0.120. (2) The reactants are [CH3:1][C:2](C)([O-:4])C.[K+].Cl.[NH2:8]O.[Br:10][C:11]1[CH:12]=[C:13]([CH:16]=[CH:17][CH:18]=1)[C:14]#[N:15]. The catalyst is CO. The product is [Br:10][C:11]1[CH:12]=[C:13]([C:14]2[N:8]=[C:2]([CH3:1])[O:4][N:15]=2)[CH:16]=[CH:17][CH:18]=1. The yield is 0.500. (3) The reactants are [CH3:1][C:2]1[CH:25]=[CH:24][C:23]([CH3:26])=[CH:22][C:3]=1[O:4][C:5]1[CH:14]=[C:13]2[C:8]([CH:9]=[C:10]([C:19]([OH:21])=[O:20])[C@H:11]([C:15]([F:18])([F:17])[F:16])[O:12]2)=[CH:7][CH:6]=1.[OH-].[Na+:28]. The catalyst is C(O)C. The product is [CH3:1][C:2]1[CH:25]=[CH:24][C:23]([CH3:26])=[CH:22][C:3]=1[O:4][C:5]1[CH:14]=[C:13]2[C:8]([CH:9]=[C:10]([C:19]([O-:21])=[O:20])[C@H:11]([C:15]([F:17])([F:18])[F:16])[O:12]2)=[CH:7][CH:6]=1.[Na+:28]. The yield is 0.970. (4) The reactants are Br[C:2]1[S:3][C:4]([NH:30]C(=O)OC(C)(C)C)=[C:5]([C:7](=[O:29])[NH:8][C:9]2[CH:10]=[N:11][N:12]([CH3:28])[C:13]=2[N:14]2[CH2:20][CH2:19][CH2:18][C@@H:17]([NH:21]C(=O)C(F)(F)F)[CH2:16][CH2:15]2)[N:6]=1.[C:38]1(B2OC(C)(C)C(C)(C)O2)[CH2:44][CH2:43][CH2:42][CH2:41][CH2:40][CH:39]=1. No catalyst specified. The yield is 0.140. The product is [NH2:30][C:4]1[S:3][C:2]([C:38]2=[CH:39][CH2:40][CH2:41][CH2:42][CH2:43][CH2:44]2)=[N:6][C:5]=1[C:7]([NH:8][C:9]1[CH:10]=[N:11][N:12]([CH3:28])[C:13]=1[N:14]1[CH2:20][CH2:19][CH2:18][C@@H:17]([NH2:21])[CH2:16][CH2:15]1)=[O:29]. (5) The reactants are [NH2:1][C:2]1[CH:3]=[C:4]([CH:8]([NH:13][C:14]2[C:23]3[C:18](=[C:19]([C:24]([NH2:26])=[O:25])[CH:20]=[CH:21][CH:22]=3)[N:17]=[CH:16][N:15]=2)[CH2:9][CH2:10][O:11][CH3:12])[CH:5]=[CH:6][CH:7]=1.Cl.CN(C)CCCN=C=NCC.N1(O)C2C=CC=CC=2N=N1.[F:49][C:50]([F:62])([F:61])[O:51][C:52]1[CH:60]=[CH:59][C:55]([C:56](O)=[O:57])=[CH:54][CH:53]=1.C(N(C(C)C)C(C)C)C. The catalyst is CN(C=O)C. The product is [CH3:12][O:11][CH2:10][CH2:9][CH:8]([NH:13][C:14]1[C:23]2[C:18](=[C:19]([C:24]([NH2:26])=[O:25])[CH:20]=[CH:21][CH:22]=2)[N:17]=[CH:16][N:15]=1)[C:4]1[CH:5]=[CH:6][CH:7]=[C:2]([NH:1][C:56](=[O:57])[C:55]2[CH:59]=[CH:60][C:52]([O:51][C:50]([F:49])([F:61])[F:62])=[CH:53][CH:54]=2)[CH:3]=1. The yield is 0.340. (6) The reactants are Br[C:2]1[CH:11]=[CH:10][C:9]([O:12][CH3:13])=[C:8]2[C:3]=1[CH2:4][CH2:5][C@H:6]([N:14]1[CH2:18][CH2:17][CH2:16][CH2:15]1)[CH2:7]2.[C:19]1([C:25]([C:27]2[CH:32]=[CH:31][CH:30]=[CH:29][CH:28]=2)=[NH:26])[CH:24]=[CH:23][CH:22]=[CH:21][CH:20]=1.CC(C)([O-])C.[Na+].C(=O)([O-])O.[Na+]. The catalyst is C1(C)C=CC=CC=1.C1C=CC(/C=C/C(/C=C/C2C=CC=CC=2)=O)=CC=1.C1C=CC(/C=C/C(/C=C/C2C=CC=CC=2)=O)=CC=1.C1C=CC(/C=C/C(/C=C/C2C=CC=CC=2)=O)=CC=1.[Pd].[Pd].C1(P(C2C=CC=CC=2)C2C=CC=CC=2OC2C=CC=CC=2P(C2C=CC=CC=2)C2C=CC=CC=2)C=CC=CC=1.CCOC(C)=O. The product is [C:27]1([C:25]([C:19]2[CH:20]=[CH:21][CH:22]=[CH:23][CH:24]=2)=[N:26][C:2]2[C:3]3[CH2:4][CH2:5][C@H:6]([N:14]4[CH2:18][CH2:17][CH2:16][CH2:15]4)[CH2:7][C:8]=3[C:9]([O:12][CH3:13])=[CH:10][CH:11]=2)[CH:28]=[CH:29][CH:30]=[CH:31][CH:32]=1. The yield is 0.630. (7) The reactants are [N:1]1[CH:6]=[CH:5][CH:4]=[CH:3][C:2]=1[CH2:7][NH:8][C:9]([C:11]([O:13][CH2:14][CH3:15])=[O:12])=O.O=P12OP3(OP(OP(O3)(O1)=O)(=O)O2)=O. The catalyst is P(Cl)(Cl)(Cl)=O. The product is [CH:7]1[N:8]=[C:9]([C:11]([O:13][CH2:14][CH3:15])=[O:12])[N:1]2[CH:6]=[CH:5][CH:4]=[CH:3][C:2]=12. The yield is 0.700. (8) The product is [CH3:18][CH:17]([C:14]1[CH:13]=[CH:12][C:11]([CH2:10][O:9][CH2:8][CH2:7][OH:6])=[CH:16][CH:15]=1)[CH2:19][CH2:20][CH2:21][CH2:22][CH2:23][CH2:24][CH2:25][CH2:26][CH2:27][CH2:28][CH2:29][CH3:30]. The catalyst is C1COCC1. The yield is 0.900. The reactants are C([Si](C)(C)[O:6][CH2:7][CH2:8][O:9][CH2:10][C:11]1[CH:16]=[CH:15][C:14]([CH:17]([CH2:19][CH2:20][CH2:21][CH2:22][CH2:23][CH2:24][CH2:25][CH2:26][CH2:27][CH2:28][CH2:29][CH3:30])[CH3:18])=[CH:13][CH:12]=1)(C)(C)C.[F-].C([N+](CCCC)(CCCC)CCCC)CCC. (9) The reactants are [C:1]([C:3]1[CH:4]=[CH:5][C:6]([O:13][CH3:14])=[C:7]([CH:12]=1)[C:8]([O:10]C)=[O:9])#[N:2].[OH-:15].[Na+].Cl. The catalyst is CS(C)=O.O. The product is [CH3:14][O:13][C:6]1[C:7]([C:8]([OH:10])=[O:9])=[CH:12][C:3]([C:1]([NH2:2])=[O:15])=[CH:4][CH:5]=1. The yield is 0.630.